From a dataset of Full USPTO retrosynthesis dataset with 1.9M reactions from patents (1976-2016). Predict the reactants needed to synthesize the given product. (1) Given the product [NH2:1][C:2]1[N:7]=[CH:6][N:5]=[C:4]2[N:8]([C@@H:25]3[CH2:30][CH2:29][CH2:28][N:27]([C:31]([C:32](=[CH:38][C:37]([CH3:40])([N:41]4[CH2:42][CH2:43][N:44]([CH3:47])[CH2:45][CH2:46]4)[CH3:36])[C:33]#[N:34])=[O:35])[CH2:26]3)[N:9]=[C:10]([C:11]3[CH:16]=[CH:15][C:14]([O:17][C:18]4[CH:19]=[CH:20][CH:21]=[CH:22][CH:23]=4)=[CH:13][C:12]=3[F:24])[C:3]=12, predict the reactants needed to synthesize it. The reactants are: [NH2:1][C:2]1[N:7]=[CH:6][N:5]=[C:4]2[N:8]([C@@H:25]3[CH2:30][CH2:29][CH2:28][N:27]([C:31](=[O:35])[CH2:32][C:33]#[N:34])[CH2:26]3)[N:9]=[C:10]([C:11]3[CH:16]=[CH:15][C:14]([O:17][C:18]4[CH:23]=[CH:22][CH:21]=[CH:20][CH:19]=4)=[CH:13][C:12]=3[F:24])[C:3]=12.[CH3:36][C:37]([N:41]1[CH2:46][CH2:45][N:44]([CH3:47])[CH2:43][CH2:42]1)([CH3:40])[CH:38]=O.N1CCCCC1. (2) Given the product [P:1]([OH:8])([OH:3])([O:13][CH2:14][N:15]1[C:19]2=[N:20][CH:21]=[C:22]([C:24](=[O:50])[NH:25][CH:26]3[CH2:27][CH2:28][C:29](=[CH:32][C:33]4[CH:38]=[CH:37][CH:36]=[C:35]([O:39][C:40]5[CH:45]=[CH:44][C:43]([C:46]([F:47])([F:48])[F:49])=[CH:42][N:41]=5)[CH:34]=4)[CH2:30][CH2:31]3)[CH:23]=[C:18]2[CH:17]=[CH:16]1)=[O:2], predict the reactants needed to synthesize it. The reactants are: [P:1]([O:13][CH2:14][N:15]1[C:19]2=[N:20][CH:21]=[C:22]([C:24](=[O:50])[NH:25][CH:26]3[CH2:31][CH2:30][C:29](=[CH:32][C:33]4[CH:38]=[CH:37][CH:36]=[C:35]([O:39][C:40]5[CH:45]=[CH:44][C:43]([C:46]([F:49])([F:48])[F:47])=[CH:42][N:41]=5)[CH:34]=4)[CH2:28][CH2:27]3)[CH:23]=[C:18]2[CH:17]=[CH:16]1)([O:8]C(C)(C)C)([O:3]C(C)(C)C)=[O:2].FC(F)(F)C(O)=O. (3) Given the product [ClH:15].[CH:52]1([NH:19][C@H:20]2[CH2:25][CH2:24][CH2:23][CH2:22][C@@H:21]2[NH:26][C:27]2[CH:47]=[C:46]([C:48]([F:51])([F:49])[F:50])[CH:45]=[CH:44][C:28]=2[C:29]([NH:31][C:32]2[CH:40]=[C:39]3[C:35]([C:36]([CH3:43])([CH3:42])[C:37](=[O:41])[NH:38]3)=[CH:34][CH:33]=2)=[O:30])[CH2:56][CH2:55][CH2:54][CH2:53]1, predict the reactants needed to synthesize it. The reactants are: C(O[BH-](OC(=O)C)OC(=O)C)(=O)C.[Na+].[Cl:15]C(Cl)C.[NH2:19][C@H:20]1[CH2:25][CH2:24][CH2:23][CH2:22][C@@H:21]1[NH:26][C:27]1[CH:47]=[C:46]([C:48]([F:51])([F:50])[F:49])[CH:45]=[CH:44][C:28]=1[C:29]([NH:31][C:32]1[CH:40]=[C:39]2[C:35]([C:36]([CH3:43])([CH3:42])[C:37](=[O:41])[NH:38]2)=[CH:34][CH:33]=1)=[O:30].[C:52]1(=O)[CH2:56][CH2:55][CH2:54][CH2:53]1.[OH-].[Na+]. (4) Given the product [CH3:22][C:21]1[C:16]([N:13]2[CH2:14][CH2:15][N:10]([C:8]([C:5]3[N:6]=[N:7][C:2]([N:29]4[CH:25]([CH3:24])[CH2:26][CH2:27][C:28]4=[O:30])=[CH:3][CH:4]=3)=[O:9])[CH2:11][CH2:12]2)=[N:17][CH:18]=[C:19]([CH3:23])[CH:20]=1, predict the reactants needed to synthesize it. The reactants are: Cl[C:2]1[N:7]=[N:6][C:5]([C:8]([N:10]2[CH2:15][CH2:14][N:13]([C:16]3[C:21]([CH3:22])=[CH:20][C:19]([CH3:23])=[CH:18][N:17]=3)[CH2:12][CH2:11]2)=[O:9])=[CH:4][CH:3]=1.[CH3:24][CH:25]1[NH:29][C:28](=[O:30])[CH2:27][CH2:26]1. (5) Given the product [NH2:1][C:2]1[C:3]2[C:10]([C:11]([NH2:13])=[O:12])=[CH:9][N:8]([C@@H:14]3[O:15][C@H:16]4[C@@H:17]([O:20][Si:26]([CH:24]([CH3:25])[CH3:23])([CH:27]([CH3:29])[CH3:28])[O:30][Si:31]([CH:35]([CH3:37])[CH3:36])([CH:32]([CH3:33])[CH3:34])[O:22][CH2:21]4)[C@H:18]3[OH:19])[C:4]=2[N:5]=[CH:6][N:7]=1, predict the reactants needed to synthesize it. The reactants are: [NH2:1][C:2]1[C:3]2[C:10]([C:11]([NH2:13])=[O:12])=[CH:9][N:8]([C@H:14]3[C@H:18]([OH:19])[C@H:17]([OH:20])[C@@H:16]([CH2:21][OH:22])[O:15]3)[C:4]=2[N:5]=[CH:6][N:7]=1.[CH3:23][CH:24]([Si:26](Cl)([O:30][Si:31](Cl)([CH:35]([CH3:37])[CH3:36])[CH:32]([CH3:34])[CH3:33])[CH:27]([CH3:29])[CH3:28])[CH3:25].